Dataset: Reaction yield outcomes from USPTO patents with 853,638 reactions. Task: Predict the reaction yield, written as a fraction of the theoretical maximum amount of product (1.0 means a 100% yield; for example, 0.34 means a 34% yield). (1) The reactants are [N:1]1([C:7]2[CH:15]=[CH:14][C:10]([C:11]([OH:13])=[O:12])=[CH:9][CH:8]=2)[CH2:6][CH2:5][O:4][CH2:3][CH2:2]1.C(=O)([O-])[O-].[Pb+2].[I-].[C:22]1([S+:28]([C:35]2[CH:40]=[CH:39][CH:38]=[CH:37][CH:36]=2)[C:29]2[CH:34]=[CH:33][CH:32]=[CH:31][CH:30]=2)[CH:27]=[CH:26][CH:25]=[CH:24][CH:23]=1. The catalyst is CO. The product is [N:1]1([C:7]2[CH:8]=[CH:9][C:10]([C:11]([O-:13])=[O:12])=[CH:14][CH:15]=2)[CH2:2][CH2:3][O:4][CH2:5][CH2:6]1.[C:35]1([S+:28]([C:22]2[CH:23]=[CH:24][CH:25]=[CH:26][CH:27]=2)[C:29]2[CH:34]=[CH:33][CH:32]=[CH:31][CH:30]=2)[CH:36]=[CH:37][CH:38]=[CH:39][CH:40]=1. The yield is 0.830. (2) The reactants are [Br:1][CH:2]1[CH2:23][CH2:22][C:5]2=[CH:6][C:7]3[C:8]4[CH:17]=[CH:16][C:15]([CH:18]([OH:21])[CH2:19][Br:20])=[CH:14][C:9]=4[CH2:10][O:11][C:12]=3[CH:13]=[C:4]2[C:3]1=[O:24].C(=O)(O)[O-].[Na+].[Br-].[Na+].O. The catalyst is C(Cl)Cl.CC1(C)N([O])C(C)(C)CCC1.C(O)(C)C. The product is [Br:1][CH:2]1[CH2:23][CH2:22][C:5]2=[CH:6][C:7]3[C:8]4[CH:17]=[CH:16][C:15]([C:18](=[O:21])[CH2:19][Br:20])=[CH:14][C:9]=4[CH2:10][O:11][C:12]=3[CH:13]=[C:4]2[C:3]1=[O:24]. The yield is 0.760. (3) The reactants are [Br:1][C:2]1[CH:3]=[C:4]2[C:8](=[CH:9][CH:10]=1)[NH:7][C:6](=[O:11])[CH2:5]2.[N:12]1([CH2:17][CH2:18][O:19][C:20]2[CH:21]=[C:22]3[C:26](=[CH:27][CH:28]=2)[NH:25][C:24]([CH:29]=O)=[CH:23]3)[CH2:16][CH2:15][CH2:14][CH2:13]1.N1CCCCC1. The catalyst is C(O)C. The product is [Br:1][C:2]1[CH:3]=[C:4]2[C:8](=[CH:9][CH:10]=1)[NH:7][C:6](=[O:11])[C:5]2=[CH:29][C:24]1[NH:25][C:26]2[C:22]([CH:23]=1)=[CH:21][C:20]([O:19][CH2:18][CH2:17][N:12]1[CH2:16][CH2:15][CH2:14][CH2:13]1)=[CH:28][CH:27]=2. The yield is 0.800. (4) The yield is 0.290. The product is [Cl:3][C:4]1[CH:9]=[C:8]([F:10])[CH:7]=[CH:6][C:5]=1[N:11]1[C:19]2[CH:18]=[CH:17][N:16]([N:20]3[CH2:21][CH2:22][CH2:23][CH2:24][CH2:25]3)[C:15](=[O:26])[C:14]=2[C:13]([CH3:27])=[C:12]1[C:28]1[CH:33]=[CH:32][C:31]([O:34][S:35]([CH2:38][CH2:39][C:40]([F:42])([F:43])[F:41])(=[O:36])=[O:37])=[CH:30][CH:29]=1. The catalyst is C(O)(=O)C.C1COCC1. The reactants are BrBr.[Cl:3][C:4]1[CH:9]=[C:8]([F:10])[CH:7]=[CH:6][C:5]=1[N:11]1[C:19]2[CH2:18][CH2:17][N:16]([N:20]3[CH2:25][CH2:24][CH2:23][CH2:22][CH2:21]3)[C:15](=[O:26])[C:14]=2[C:13]([CH3:27])=[C:12]1[C:28]1[CH:33]=[CH:32][C:31]([O:34][S:35]([CH2:38][CH2:39][C:40]([F:43])([F:42])[F:41])(=[O:37])=[O:36])=[CH:30][CH:29]=1. (5) The reactants are [Br:1][C:2]1[C:7]2[N:8]=[CH:9][NH:10][C:6]=2[CH:5]=[C:4]([NH:11][C:12]2[NH:13][CH2:14][CH2:15][N:16]=2)[CH:3]=1.[Br:17]Br.N.CO.CCOC(C)=O. The catalyst is CC(O)=O. The product is [Br:17][C:5]1[C:6]2[NH:10][CH:9]=[N:8][C:7]=2[C:2]([Br:1])=[CH:3][C:4]=1[NH:11][C:12]1[NH:13][CH2:14][CH2:15][N:16]=1. The yield is 0.710.